This data is from Catalyst prediction with 721,799 reactions and 888 catalyst types from USPTO. The task is: Predict which catalyst facilitates the given reaction. (1) Reactant: [C:1]([O:5][C:6]([C:8]1[N:9]2[C@H:12]([S:13](=[O:18])(=[O:17])[CH2:14][C:15]=1[CH3:16])[C@@H:11]([O:19][CH3:20])[C:10]2=[O:21])=[O:7])([CH3:4])([CH3:3])[CH3:2].C(N(CC)CC)C.[Br:29]N1C(=O)CCC1=O. Product: [C:1]([O:5][C:6]([C:8]1[N:9]2[C@H:12]([S:13](=[O:17])(=[O:18])[CH:14]([Br:29])[C:15]=1[CH3:16])[C@@H:11]([O:19][CH3:20])[C:10]2=[O:21])=[O:7])([CH3:4])([CH3:2])[CH3:3]. The catalyst class is: 10. (2) Reactant: [CH3:1][O:2][C:3]1[CH:4]=[C:5]2[C:10](=[CH:11][C:12]=1[O:13][CH3:14])[N:9]=[CH:8][N:7]=[C:6]2[O:15][C:16]1[CH:22]=[CH:21][C:19]([NH2:20])=[CH:18][CH:17]=1.C1(C)C=CC=CC=1.C(N(CC)CC)C.Cl[C:38](Cl)([O:40]C(=O)OC(Cl)(Cl)Cl)Cl.[CH3:49][O:50][C:51]1[CH:59]=[CH:58][C:54]([CH:55]([OH:57])[CH3:56])=[CH:53][CH:52]=1. Product: [CH3:1][O:2][C:3]1[CH:4]=[C:5]2[C:10](=[CH:11][C:12]=1[O:13][CH3:14])[N:9]=[CH:8][N:7]=[C:6]2[O:15][C:16]1[CH:22]=[CH:21][C:19]([NH:20][C:38](=[O:40])[O:57][CH:55]([C:54]2[CH:58]=[CH:59][C:51]([O:50][CH3:49])=[CH:52][CH:53]=2)[CH3:56])=[CH:18][CH:17]=1. The catalyst class is: 2. (3) Reactant: CC(OC(/N=N/C(OC(C)C)=O)=O)C.[Br:15][C:16]1[C:21](=[O:22])[N:20]([CH2:23][C:24]2[CH:29]=[CH:28][C:27]([O:30][CH3:31])=[CH:26][CH:25]=2)[NH:19][C:18](=[O:32])[CH:17]=1.[CH3:33][O:34][C:35]1[CH:36]=[CH:37][C:38]([C@H:41]2[CH2:43][C@@H:42]2[CH2:44]O)=[N:39][CH:40]=1.C1C=CC(P(C2C=CC=CC=2)C2C=CC=CC=2)=CC=1. Product: [Br:15][C:16]1[C:21](=[O:22])[N:20]([CH2:23][C:24]2[CH:29]=[CH:28][C:27]([O:30][CH3:31])=[CH:26][CH:25]=2)[N:19]=[C:18]([O:32][CH2:44][C@H:42]2[CH2:43][C@@H:41]2[C:38]2[CH:37]=[CH:36][C:35]([O:34][CH3:33])=[CH:40][N:39]=2)[CH:17]=1. The catalyst class is: 1. (4) Reactant: [Br:1][C:2]1[CH:10]=[C:9]2[C:5]([C:6]([CH:11]=[O:12])=[N:7][NH:8]2)=[CH:4][CH:3]=1.C(N(CC)CC)C.[CH3:20][O:21][C:22]1[CH:27]=[CH:26][C:25]([S:28](Cl)(=[O:30])=[O:29])=[CH:24][C:23]=1[N:32]1[CH2:37][CH2:36][N:35]([C:38](=[O:43])[C:39]([F:42])([F:41])[F:40])[CH2:34][CH2:33]1. Product: [Br:1][C:2]1[CH:10]=[C:9]2[C:5]([C:6]([CH:11]=[O:12])=[N:7][N:8]2[S:28]([C:25]2[CH:26]=[CH:27][C:22]([O:21][CH3:20])=[C:23]([N:32]3[CH2:37][CH2:36][N:35]([C:38](=[O:43])[C:39]([F:42])([F:40])[F:41])[CH2:34][CH2:33]3)[CH:24]=2)(=[O:30])=[O:29])=[CH:4][CH:3]=1. The catalyst class is: 4. (5) The catalyst class is: 10. Reactant: [F:1][C:2]1[CH:3]=[C:4]([CH:7]=[CH:8][CH:9]=1)[CH2:5]Br.[CH3:10][Si:11]([CH3:27])([CH3:26])[C:12]1[CH:13]=[CH:14][CH:15]=[C:16]2[C:20]=1[NH:19][C:18]([C:21]([O:23][CH2:24][CH3:25])=[O:22])=[CH:17]2.C(=O)([O-])[O-].[K+].[K+]. Product: [CH3:10][Si:11]([CH3:26])([CH3:27])[C:12]1[CH:13]=[CH:14][CH:15]=[C:16]2[C:20]=1[N:19]([CH2:5][C:4]1[CH:7]=[CH:8][CH:9]=[C:2]([F:1])[CH:3]=1)[C:18]([C:21]([O:23][CH2:24][CH3:25])=[O:22])=[CH:17]2.